This data is from TCR-epitope binding with 47,182 pairs between 192 epitopes and 23,139 TCRs. The task is: Binary Classification. Given a T-cell receptor sequence (or CDR3 region) and an epitope sequence, predict whether binding occurs between them. The epitope is EIYKRWII. The TCR CDR3 sequence is CASSPTGTGVRNTEAFF. Result: 1 (the TCR binds to the epitope).